From a dataset of Forward reaction prediction with 1.9M reactions from USPTO patents (1976-2016). Predict the product of the given reaction. (1) Given the reactants [CH2:1]([N:8]([CH2:20][C:21]1[CH:26]=[CH:25][CH:24]=[CH:23][CH:22]=1)[C@@H:9]1[CH2:18][CH2:17][C:16]2[C:11](=[C:12](Br)[CH:13]=[CH:14][CH:15]=2)[CH2:10]1)[C:2]1[CH:7]=[CH:6][CH:5]=[CH:4][CH:3]=1.C([Li])CCC.[B:32](OCC)([O:36]CC)[O:33]CC, predict the reaction product. The product is: [CH2:1]([N:8]([CH2:20][C:21]1[CH:26]=[CH:25][CH:24]=[CH:23][CH:22]=1)[C@H:9]1[CH2:10][C:11]2[C:12]([B:32]([OH:36])[OH:33])=[CH:13][CH:14]=[CH:15][C:16]=2[CH2:17][CH2:18]1)[C:2]1[CH:7]=[CH:6][CH:5]=[CH:4][CH:3]=1. (2) Given the reactants [Si:1]([O:18][CH2:19][CH2:20][O:21][CH2:22][CH2:23][O:24][CH2:25][CH2:26][O:27][CH2:28][CH2:29]O)([C:14]([CH3:17])([CH3:16])[CH3:15])([C:8]1[CH:13]=[CH:12][CH:11]=[CH:10][CH:9]=1)[C:2]1[CH:7]=[CH:6][CH:5]=[CH:4][CH:3]=1.C(Br)(Br)(Br)[Br:32].C1(P(C2C=CC=CC=2)C2C=CC=CC=2)C=CC=CC=1, predict the reaction product. The product is: [Br:32][CH2:29][CH2:28][O:27][CH2:26][CH2:25][O:24][CH2:23][CH2:22][O:21][CH2:20][CH2:19][O:18][Si:1]([C:14]([CH3:17])([CH3:16])[CH3:15])([C:8]1[CH:13]=[CH:12][CH:11]=[CH:10][CH:9]=1)[C:2]1[CH:7]=[CH:6][CH:5]=[CH:4][CH:3]=1. (3) Given the reactants CO[C:3]1[CH:4]=[C:5]([C:9]2[S:13][C:12]([C:14]3[CH:19]=[CH:18][C:17]([O:20]C)=[CH:16][CH:15]=3)=[N:11][CH:10]=2)[CH:6]=[CH:7][CH:8]=1.CCCCCC.C(OCC)(=[O:30])C, predict the reaction product. The product is: [S:13]1[C:9]([C:5]2[CH:6]=[CH:7][C:8]([OH:30])=[CH:3][CH:4]=2)=[CH:10][N:11]=[C:12]1[C:14]1[CH:19]=[CH:18][C:17]([OH:20])=[CH:16][CH:15]=1. (4) Given the reactants [CH3:1][O:2][C:3]1[CH:4]=[C:5]([NH:11][C:12]2[N:17]=[C:16]([N:18]3[C:22]([CH3:23])=[CH:21][C:20]([C:24]([F:27])([F:26])[F:25])=[N:19]3)[C:15]([C:28]3[CH:29]=[C:30]([C:36](O)=[O:37])[C:31]([O:34][CH3:35])=[N:32][CH:33]=3)=[CH:14][N:13]=2)[CH:6]=[C:7]([O:9][CH3:10])[CH:8]=1.[CH3:39][CH:40]([S:42]([NH2:45])(=[O:44])=[O:43])[CH3:41].C(N(CC)CC)C.[I-].ClC1C=CC=C[N+]=1C, predict the reaction product. The product is: [CH3:1][O:2][C:3]1[CH:4]=[C:5]([NH:11][C:12]2[N:17]=[C:16]([N:18]3[C:22]([CH3:23])=[CH:21][C:20]([C:24]([F:25])([F:27])[F:26])=[N:19]3)[C:15]([C:28]3[CH:29]=[C:30]([C:36]([NH:45][S:42]([CH:40]([CH3:41])[CH3:39])(=[O:44])=[O:43])=[O:37])[C:31]([O:34][CH3:35])=[N:32][CH:33]=3)=[CH:14][N:13]=2)[CH:6]=[C:7]([O:9][CH3:10])[CH:8]=1. (5) Given the reactants C[O-].[Na+].[Na].C[O:6][C:7](=[O:36])[C:8]1[CH:13]=[CH:12][C:11]([NH:14][C:15]2[C:24]3[C:19](=[CH:20][CH:21]=[CH:22][CH:23]=3)[C:18]3=[N:25][N:26]=[C:27]([C:28]4[CH:33]=[CH:32][C:31]([O:34][CH3:35])=[CH:30][CH:29]=4)[N:17]3[N:16]=2)=[CH:10][CH:9]=1.C(NC(C)C)(C)C, predict the reaction product. The product is: [CH3:35][O:34][C:31]1[CH:30]=[CH:29][C:28]([C:27]2[N:17]3[N:16]=[C:15]([NH:14][C:11]4[CH:10]=[CH:9][C:8]([C:7]([OH:36])=[O:6])=[CH:13][CH:12]=4)[C:24]4[C:19]([C:18]3=[N:25][N:26]=2)=[CH:20][CH:21]=[CH:22][CH:23]=4)=[CH:33][CH:32]=1. (6) The product is: [CH:1]1([O:5][C:6]2[CH:7]=[C:8]([F:20])[C:9]([F:19])=[C:10]([CH:18]=2)[C:11]([OH:13])=[O:12])[CH2:4][CH2:3][CH2:2]1. Given the reactants [CH:1]1([O:5][C:6]2[CH:7]=[C:8]([F:20])[C:9]([F:19])=[C:10]([CH:18]=2)[C:11]([O:13]C2CCC2)=[O:12])[CH2:4][CH2:3][CH2:2]1.C(O)C.[OH-].[Na+], predict the reaction product. (7) Given the reactants [C:1]([C:4]1[CH:9]=[CH:8][C:7]([O:10][CH3:11])=[CH:6][C:5]=1[NH:12][C:13]([CH:15]1[CH2:17][CH2:16]1)=O)(=[O:3])[CH3:2].C(O[K])(C)(C)C, predict the reaction product. The product is: [CH:15]1([C:13]2[CH:2]=[C:1]([OH:3])[C:4]3[C:5](=[CH:6][C:7]([O:10][CH3:11])=[CH:8][CH:9]=3)[N:12]=2)[CH2:17][CH2:16]1.